From a dataset of Retrosynthesis with 50K atom-mapped reactions and 10 reaction types from USPTO. Predict the reactants needed to synthesize the given product. (1) Given the product O=C(CCCN1CCN2CCCCC2C1)Nc1ccc(Cl)cc1, predict the reactants needed to synthesize it. The reactants are: Nc1ccc(Cl)cc1.O=C(O)CCCN1CCN2CCCCC2C1. (2) Given the product CCCC(=O)N(n1c(=O)[nH]c2cc(C(F)(F)F)c(C(CC)OC)cc2c1=O)S(C)(=O)=O, predict the reactants needed to synthesize it. The reactants are: CCC(OC)c1cc2c(=O)n(NS(C)(=O)=O)c(=O)[nH]c2cc1C(F)(F)F.CCCC(=O)Cl. (3) The reactants are: CC(=O)Cl.CC(C)(C=C(F)CO)c1ccc(OC(F)(F)F)cc1. Given the product CC(=O)OCC(F)=CC(C)(C)c1ccc(OC(F)(F)F)cc1, predict the reactants needed to synthesize it. (4) Given the product COCCn1ccc2cc(Cl)cc(C)c21, predict the reactants needed to synthesize it. The reactants are: COCCBr.Cc1cc(Cl)cc2cc[nH]c12. (5) Given the product CN(C)S(=O)(=O)Nc1ccc(F)c(C(=O)c2c[nH]c3ncc(C#N)cc23)c1F, predict the reactants needed to synthesize it. The reactants are: CN(C)S(=O)(=O)Cl.N#Cc1cnc2[nH]cc(C(=O)c3c(F)ccc(N)c3F)c2c1.